From a dataset of Catalyst prediction with 721,799 reactions and 888 catalyst types from USPTO. Predict which catalyst facilitates the given reaction. (1) Reactant: [CH3:1][C:2]1[CH:11]=[C:10]([CH2:12][O:13][CH2:14][C:15]2([C:21]3[CH:26]=[CH:25][CH:24]=[CH:23][CH:22]=3)[CH2:20][CH2:19][NH:18][CH2:17][CH2:16]2)[C:9]2[C:4](=[CH:5][CH:6]=[CH:7][CH:8]=2)[N:3]=1.C=O.[C:29](O[BH-](OC(=O)C)OC(=O)C)(=O)C.[Na+]. Product: [CH3:1][C:2]1[CH:11]=[C:10]([CH2:12][O:13][CH2:14][C:15]2([C:21]3[CH:26]=[CH:25][CH:24]=[CH:23][CH:22]=3)[CH2:16][CH2:17][N:18]([CH3:29])[CH2:19][CH2:20]2)[C:9]2[C:4](=[CH:5][CH:6]=[CH:7][CH:8]=2)[N:3]=1. The catalyst class is: 2. (2) Reactant: [Cl:1][C:2]1[CH:3]=[C:4]([CH:8]=[CH:9][C:10]=1[O:11][CH3:12])[C:5](O)=[O:6].C(Cl)(=O)C([Cl:16])=O. Product: [Cl:1][C:2]1[CH:3]=[C:4]([CH:8]=[CH:9][C:10]=1[O:11][CH3:12])[C:5]([Cl:16])=[O:6]. The catalyst class is: 695.